Dataset: Catalyst prediction with 721,799 reactions and 888 catalyst types from USPTO. Task: Predict which catalyst facilitates the given reaction. (1) Reactant: [OH:1][CH:2]1[CH2:6][CH2:5][O:4][CH2:3]1.[H-].[Na+].[CH3:9][O:10][C:11](=[O:22])[C:12]1[CH:17]=[CH:16][C:15]([N+:18]([O-:20])=[O:19])=[C:14](F)[CH:13]=1. Product: [CH3:9][O:10][C:11](=[O:22])[C:12]1[CH:13]=[CH:14][C:15]([N+:18]([O-:20])=[O:19])=[C:16]([O:1][CH:2]2[CH2:6][CH2:5][O:4][CH2:3]2)[CH:17]=1. The catalyst class is: 20. (2) Reactant: [CH2:1]([OH:8])[CH:2]=[CH:3][CH2:4][CH2:5][CH2:6][CH3:7].[CH2:9]([OH:13])[CH2:10][CH2:11][CH3:12].[Na:14]. Product: [Na:14].[CH2:1]([OH:8])[CH:2]=[CH:3][CH2:4][CH2:5][CH2:6][CH3:7].[Na:14].[CH2:9]([OH:13])[CH2:10][CH2:11][CH3:12]. The catalyst class is: 11. (3) Reactant: [CH:1]1[C:2]2[C:17](=[O:18])[C:16]([C:19]([OH:21])=[O:20])=[CH:15][N:14]([CH:22]3[CH2:24][CH2:23]3)[C:3]=2[CH:4]=[C:5]([N:8]2[CH2:13][CH2:12][NH:11][CH2:10][CH2:9]2)[C:6]=1[F:7].Br[CH2:26][CH2:27][CH2:28][O:29][C:30]1[CH:31]=[CH:32][C:33]2[CH2:37][O:36][B:35]([OH:38])[C:34]=2[CH:39]=1.C(N(CC)CC)C.C(O)(C(F)(F)F)=O. Product: [CH:22]1([N:14]2[C:3]3[C:2](=[CH:1][C:6]([F:7])=[C:5]([N:8]4[CH2:9][CH2:10][N:11]([CH2:26][CH2:27][CH2:28][O:29][C:30]5[CH:31]=[CH:32][C:33]6[CH2:37][O:36][B:35]([OH:38])[C:34]=6[CH:39]=5)[CH2:12][CH2:13]4)[CH:4]=3)[C:17](=[O:18])[C:16]([C:19]([OH:21])=[O:20])=[CH:15]2)[CH2:23][CH2:24]1. The catalyst class is: 8. (4) Reactant: [CH:1]1([CH:7]([NH:24][C:25]2[CH:33]=[CH:32][C:28]([C:29](O)=[O:30])=[CH:27][CH:26]=2)[C:8]2[O:9][C:10]3[CH:22]=[CH:21][C:20]([F:23])=[CH:19][C:11]=3[C:12]=2[CH2:13][O:14][CH2:15][CH2:16][O:17][CH3:18])[CH2:6][CH2:5][CH2:4][CH2:3][CH2:2]1.Cl.[CH2:35]([O:37][C:38](=[O:42])[CH2:39][CH2:40][NH2:41])[CH3:36].O.ON1C2C=CC=CC=2N=N1.Cl.C(N=C=NCCCN(C)C)C.[Cl-].[NH4+]. Product: [CH:1]1([CH:7]([NH:24][C:25]2[CH:26]=[CH:27][C:28]([C:29]([NH:41][CH2:40][CH2:39][C:38]([O:37][CH2:35][CH3:36])=[O:42])=[O:30])=[CH:32][CH:33]=2)[C:8]2[O:9][C:10]3[CH:22]=[CH:21][C:20]([F:23])=[CH:19][C:11]=3[C:12]=2[CH2:13][O:14][CH2:15][CH2:16][O:17][CH3:18])[CH2:2][CH2:3][CH2:4][CH2:5][CH2:6]1. The catalyst class is: 289. (5) Reactant: [NH2:1][C:2]1[CH:7]=[CH:6][C:5]([C:8]([N:10]2[CH2:16][C:15]3([CH3:18])[CH2:17][CH:11]2[CH2:12][C:13]([CH3:20])([CH3:19])[CH2:14]3)=[O:9])=[CH:4][CH:3]=1.[C:21](Cl)(=[O:28])[C:22]1[CH:27]=[CH:26][N:25]=[CH:24][CH:23]=1. Product: [CH3:18][C:15]12[CH2:17][CH:11]([N:10]([C:8]([C:5]3[CH:4]=[CH:3][C:2]([NH:1][C:21](=[O:28])[C:22]4[CH:27]=[CH:26][N:25]=[CH:24][CH:23]=4)=[CH:7][CH:6]=3)=[O:9])[CH2:16]1)[CH2:12][C:13]([CH3:20])([CH3:19])[CH2:14]2. The catalyst class is: 1.